This data is from TCR-epitope binding with 47,182 pairs between 192 epitopes and 23,139 TCRs. The task is: Binary Classification. Given a T-cell receptor sequence (or CDR3 region) and an epitope sequence, predict whether binding occurs between them. (1) The epitope is EPLPQGQLTAY. The TCR CDR3 sequence is CASSPTSAAGELFF. Result: 0 (the TCR does not bind to the epitope). (2) The epitope is EHPTFTSQYRIQGKL. The TCR CDR3 sequence is CASSLGQLNEQFF. Result: 0 (the TCR does not bind to the epitope).